Predict the reactants needed to synthesize the given product. From a dataset of Full USPTO retrosynthesis dataset with 1.9M reactions from patents (1976-2016). (1) Given the product [CH:1]1([NH:4][C:5]([C:6]2[CH:7]=[C:8]([F:22])[C:9]([CH3:21])=[C:10]([C:12]3[CH:13]=[C:14]4[C:18](=[CH:19][CH:20]=3)[N:17]([CH2:27][C:28]([O:30][CH3:31])=[O:29])[N:16]=[CH:15]4)[CH:11]=2)=[O:23])[CH2:2][CH2:3]1, predict the reactants needed to synthesize it. The reactants are: [CH:1]1([NH:4][C:5](=[O:23])[C:6]2[CH:11]=[C:10]([C:12]3[CH:13]=[C:14]4[C:18](=[CH:19][CH:20]=3)[NH:17][N:16]=[CH:15]4)[C:9]([CH3:21])=[C:8]([F:22])[CH:7]=2)[CH2:3][CH2:2]1.[H-].[Na+].Br[CH2:27][C:28]([O:30][CH3:31])=[O:29].O. (2) Given the product [CH2:31]([CH:28]1[CH2:29][CH2:30][N:25]([S:22]([C:14]2[CH:13]=[C:12]([C:7]3[C:8]([C:10]#[N:11])=[CH:9][N:5]([CH2:4][C:3]([OH:38])=[O:2])[CH:6]=3)[CH:17]=[C:16]([C:18]([F:19])([F:20])[F:21])[CH:15]=2)(=[O:23])=[O:24])[CH2:26][CH2:27]1)[C:32]1[CH:37]=[CH:36][CH:35]=[CH:34][CH:33]=1, predict the reactants needed to synthesize it. The reactants are: C[O:2][C:3](=[O:38])[CH2:4][N:5]1[CH:9]=[C:8]([C:10]#[N:11])[C:7]([C:12]2[CH:17]=[C:16]([C:18]([F:21])([F:20])[F:19])[CH:15]=[C:14]([S:22]([N:25]3[CH2:30][CH2:29][CH:28]([CH2:31][C:32]4[CH:37]=[CH:36][CH:35]=[CH:34][CH:33]=4)[CH2:27][CH2:26]3)(=[O:24])=[O:23])[CH:13]=2)=[CH:6]1.[OH-].[Na+].Cl.